Dataset: Reaction yield outcomes from USPTO patents with 853,638 reactions. Task: Predict the reaction yield, written as a fraction of the theoretical maximum amount of product (1.0 means a 100% yield; for example, 0.34 means a 34% yield). (1) The reactants are Br[C:2]1[CH:7]=[CH:6][CH:5]=[CH:4][N:3]=1.[CH2:8]([OH:11])[C:9]#[CH:10]. The catalyst is [Cu]I.C(NCC)C. The product is [N:3]1[CH:4]=[CH:5][CH:6]=[CH:7][C:2]=1[CH:10]=[CH:9][CH2:8][OH:11]. The yield is 0.770. (2) The catalyst is CN1C(=O)CCC1. The yield is 0.570. The product is [F:1][C:2]1[CH:7]=[C:6]([F:8])[CH:5]=[CH:4][C:3]=1[N:9]1[C:13]([C:14]2[S:23][C:22]3[C:21]4[N:24]=[C:25]([C:28]5[CH:29]=[N:30][C:31]([N:39]6[CH2:40][CH2:41][N:36]([CH3:35])[CH2:37][CH2:38]6)=[CH:32][CH:33]=5)[CH:26]=[CH:27][C:20]=4[O:19][CH2:18][CH2:17][C:16]=3[CH:15]=2)=[N:12][CH:11]=[N:10]1. The reactants are [F:1][C:2]1[CH:7]=[C:6]([F:8])[CH:5]=[CH:4][C:3]=1[N:9]1[C:13]([C:14]2[S:23][C:22]3[C:21]4[N:24]=[C:25]([C:28]5[CH:29]=[N:30][C:31](F)=[CH:32][CH:33]=5)[CH:26]=[CH:27][C:20]=4[O:19][CH2:18][CH2:17][C:16]=3[CH:15]=2)=[N:12][CH:11]=[N:10]1.[CH3:35][N:36]1[CH2:41][CH2:40][NH:39][CH2:38][CH2:37]1.CCN(C(C)C)C(C)C. (3) The reactants are [Cl:1][C:2]1[CH:7]=[CH:6][C:5]([C:8]2[CH2:12][CH2:11][CH2:10][CH:9]=2)=[CH:4][N:3]=1.C1C[O:16]CC1. No catalyst specified. The product is [Cl:1][C:2]1[CH:7]=[CH:6][C:5]([CH:8]2[CH2:12][CH2:11][CH2:10][CH2:9]2)=[CH:4][N:3]=1.[Cl:1][C:2]1[N:3]=[CH:4][C:5]([C:8]2([OH:16])[CH2:12][CH2:11][CH2:10][CH2:9]2)=[CH:6][CH:7]=1. The yield is 0.290. (4) The reactants are [F:1][C:2]1[CH:7]=[CH:6][C:5]([CH3:8])=[C:4]([N+:9]([O-:11])=[O:10])[CH:3]=1.S(=O)(=O)(O)O.C1C(=O)N([Br:24])C(=O)C1.O. The catalyst is FC(F)(F)C(O)=O. The product is [Br:24][C:6]1[CH:7]=[C:2]([F:1])[CH:3]=[C:4]([N+:9]([O-:11])=[O:10])[C:5]=1[CH3:8]. The yield is 1.00. (5) The reactants are [S:1]1[CH:5]=[CH:4][CH:3]=[C:2]1[C:6]1[O:7][C:8]2[C:9](=[C:11]([C:15]([OH:17])=O)[CH:12]=[CH:13][CH:14]=2)[N:10]=1.Cl.Cl.[NH2:20][CH:21]1[CH2:28][CH:27]2[N:29]([CH3:30])[CH:23]([CH2:24][CH2:25][CH2:26]2)[CH2:22]1.Cl.C(N=C=NCCCN(C)C)C.ON1C2C=CC=CC=2N=N1.C(N(CC)CC)C. The catalyst is CN(C=O)C.C(OCC)(=O)C. The product is [CH3:30][N:29]1[CH:23]2[CH2:24][CH2:25][CH2:26][CH:27]1[CH2:28][CH:21]([NH:20][C:15]([C:11]1[CH:12]=[CH:13][CH:14]=[C:8]3[O:7][C:6]([C:2]4[S:1][CH:5]=[CH:4][CH:3]=4)=[N:10][C:9]=13)=[O:17])[CH2:22]2. The yield is 0.560. (6) The catalyst is C1COCC1. The product is [Br:1][C:2]1[CH:3]=[CH:4][C:5]2[N:6]([C:8]([N+:16]([O-:18])=[O:17])=[C:9]([C:11]([NH2:20])=[O:12])[N:10]=2)[CH:7]=1. The yield is 0.780. The reactants are [Br:1][C:2]1[CH:3]=[CH:4][C:5]2[N:6]([C:8]([N+:16]([O-:18])=[O:17])=[C:9]([C:11](OCC)=[O:12])[N:10]=2)[CH:7]=1.[OH-].[NH4+:20]. (7) The reactants are [N+:1]([O-:4])(O)=[O:2].OS(O)(=O)=O.[F:10][C:11]1[CH:12]=[C:13]([CH:17]=[C:18]([F:21])[C:19]=1[F:20])[C:14]([OH:16])=[O:15]. No catalyst specified. The product is [N+:1]([C:17]1[C:18]([F:21])=[C:19]([F:20])[C:11]([F:10])=[CH:12][C:13]=1[C:14]([OH:16])=[O:15])([O-:4])=[O:2]. The yield is 0.800. (8) The reactants are [NH:1]1[CH2:6][CH2:5][O:4][CH2:3][CH2:2]1.[C:7]([O:11][CH2:12][C:13]([F:24])([F:23])[C:14]([F:22])([F:21])[C:15]([F:20])([F:19])[CH:16]([F:18])[F:17])(=[O:10])[CH:8]=[CH2:9]. No catalyst specified. The product is [O:4]1[CH2:5][CH2:6][N:1]([CH2:9][CH2:8][C:7]([O:11][CH2:12][C:13]([F:23])([F:24])[C:14]([F:21])([F:22])[C:15]([F:20])([F:19])[CH:16]([F:17])[F:18])=[O:10])[CH2:2][CH2:3]1. The yield is 0.970. (9) The reactants are O[C@H:2]([C:37]1[C:65]([F:66])=[CH:64][C:40]2[N:41]([CH2:56][O:57][CH2:58][CH2:59][Si:60]([CH3:63])([CH3:62])[CH3:61])[C:42]([C@@H:44]3[CH2:48][CH2:47][CH2:46][N:45]3[C:49]([O:51][C:52]([CH3:55])([CH3:54])[CH3:53])=[O:50])=[N:43][C:39]=2[CH:38]=1)[CH2:3][CH2:4][C@@H:5]([C:7]1[C:35]([F:36])=[CH:34][C:10]2[N:11]([CH2:26][O:27][CH2:28][CH2:29][Si:30]([CH3:33])([CH3:32])[CH3:31])[C:12]([C@@H:14]3[CH2:18][CH2:17][CH2:16][N:15]3[C:19]([O:21][C:22]([CH3:25])([CH3:24])[CH3:23])=[O:20])=[N:13][C:9]=2[CH:8]=1)O.C(N(CC)CC)C.S(Cl)(C)(=O)=O.[C:79]([C:83]1[CH:89]=[CH:88][C:86]([NH2:87])=[CH:85][CH:84]=1)([CH3:82])([CH3:81])[CH3:80]. The catalyst is C(Cl)Cl.CCOC(C)=O. The product is [C:79]([C:83]1[CH:84]=[CH:85][C:86]([N:87]2[C@@H:2]([C:37]3[C:65]([F:66])=[CH:64][C:40]4[N:41]([CH2:56][O:57][CH2:58][CH2:59][Si:60]([CH3:62])([CH3:61])[CH3:63])[C:42]([C@@H:44]5[CH2:48][CH2:47][CH2:46][N:45]5[C:49]([O:51][C:52]([CH3:53])([CH3:54])[CH3:55])=[O:50])=[N:43][C:39]=4[CH:38]=3)[CH2:3][CH2:4][C@@H:5]2[C:7]2[C:35]([F:36])=[CH:34][C:10]3[N:11]([CH2:26][O:27][CH2:28][CH2:29][Si:30]([CH3:31])([CH3:32])[CH3:33])[C:12]([C@@H:14]4[CH2:18][CH2:17][CH2:16][N:15]4[C:19]([O:21][C:22]([CH3:24])([CH3:23])[CH3:25])=[O:20])=[N:13][C:9]=3[CH:8]=2)=[CH:88][CH:89]=1)([CH3:82])([CH3:80])[CH3:81]. The yield is 0.410. (10) The reactants are Br[C:2]1[N:6]2[CH:7]=[CH:8][C:9]([Cl:12])=[C:10]([F:11])[C:5]2=[N:4][CH:3]=1.[F:13][C:14]1[CH:19]=[CH:18][C:17](B2OC(C)(C)C(C)(C)O2)=[CH:16][C:15]=1[C:29]1[C:30]([C:35]#[N:36])=[CH:31][CH:32]=[CH:33][CH:34]=1. No catalyst specified. The product is [Cl:12][C:9]1[CH:8]=[CH:7][N:6]2[C:2]([C:31]3[CH:32]=[CH:33][CH:34]=[C:29]([C:15]4[CH:16]=[CH:17][CH:18]=[CH:19][C:14]=4[F:13])[C:30]=3[C:35]#[N:36])=[CH:3][N:4]=[C:5]2[C:10]=1[F:11]. The yield is 0.710.